This data is from Reaction yield outcomes from USPTO patents with 853,638 reactions. The task is: Predict the reaction yield, written as a fraction of the theoretical maximum amount of product (1.0 means a 100% yield; for example, 0.34 means a 34% yield). (1) The reactants are [NH2:1][C:2]1[CH:3]=[CH:4][C:5]([O:24][CH3:25])=[C:6]([CH:23]=1)[O:7][C:8]1[CH:9]=[CH:10][C:11]2[N:12]([CH:14]=[C:15]([NH:17][C:18]([CH:20]3[CH2:22][CH2:21]3)=[O:19])[N:16]=2)[N:13]=1.[CH3:26][N:27]1[C:31]([C:32](Cl)=[O:33])=[CH:30][C:29]([CH3:35])=[N:28]1.C(N(CC)CC)C. The yield is 0.710. The catalyst is O1CCCC1. The product is [CH:20]1([C:18]([NH:17][C:15]2[N:16]=[C:11]3[CH:10]=[CH:9][C:8]([O:7][C:6]4[CH:23]=[C:2]([NH:1][C:32]([C:31]5[N:27]([CH3:26])[N:28]=[C:29]([CH3:35])[CH:30]=5)=[O:33])[CH:3]=[CH:4][C:5]=4[O:24][CH3:25])=[N:13][N:12]3[CH:14]=2)=[O:19])[CH2:21][CH2:22]1. (2) The reactants are [OH:1][C:2]1[CH:7]=[CH:6][C:5]([C:8](=[O:10])[CH3:9])=[CH:4][CH:3]=1.Br[CH2:12][CH2:13][Cl:14].C([O-])([O-])=O.[K+].[K+]. The catalyst is CC(C)=O. The product is [Cl:14][CH2:13][CH2:12][O:1][C:2]1[CH:7]=[CH:6][C:5]([C:8](=[O:10])[CH3:9])=[CH:4][CH:3]=1. The yield is 0.990. (3) The reactants are C(O)(=O)C(C1C=CC=CC=1)O.[CH2:12]([N:19]1[CH2:24][CH2:23][N:22]([CH2:25][C:26]2[CH:31]=[CH:30][CH:29]=[CH:28][CH:27]=2)[CH2:21][C@@H:20]1[CH:32]=[CH2:33])[C:13]1[CH:18]=[CH:17][CH:16]=[CH:15][CH:14]=1.O.[OH-].[Na+]. The catalyst is CC(OC)(C)C. The product is [CH2:12]([N:19]1[CH2:24][CH2:23][N:22]([CH2:25][C:26]2[CH:31]=[CH:30][CH:29]=[CH:28][CH:27]=2)[CH2:21][C@@H:20]1[CH:32]=[CH2:33])[C:13]1[CH:14]=[CH:15][CH:16]=[CH:17][CH:18]=1. The yield is 0.997.